From a dataset of NCI-60 drug combinations with 297,098 pairs across 59 cell lines. Regression. Given two drug SMILES strings and cell line genomic features, predict the synergy score measuring deviation from expected non-interaction effect. (1) Drug 1: CCC1(CC2CC(C3=C(CCN(C2)C1)C4=CC=CC=C4N3)(C5=C(C=C6C(=C5)C78CCN9C7C(C=CC9)(C(C(C8N6C=O)(C(=O)OC)O)OC(=O)C)CC)OC)C(=O)OC)O.OS(=O)(=O)O. Drug 2: CC1=C(C(=CC=C1)Cl)NC(=O)C2=CN=C(S2)NC3=CC(=NC(=N3)C)N4CCN(CC4)CCO. Cell line: TK-10. Synergy scores: CSS=2.88, Synergy_ZIP=-0.652, Synergy_Bliss=2.33, Synergy_Loewe=-1.28, Synergy_HSA=-0.143. (2) Drug 1: CC1C(C(CC(O1)OC2CC(CC3=C2C(=C4C(=C3O)C(=O)C5=C(C4=O)C(=CC=C5)OC)O)(C(=O)C)O)N)O.Cl. Drug 2: COC1=C2C(=CC3=C1OC=C3)C=CC(=O)O2. Cell line: MDA-MB-435. Synergy scores: CSS=11.4, Synergy_ZIP=-0.748, Synergy_Bliss=3.63, Synergy_Loewe=-7.36, Synergy_HSA=0.240. (3) Drug 1: CN1C2=C(C=C(C=C2)N(CCCl)CCCl)N=C1CCCC(=O)O.Cl. Drug 2: C1CN(CCN1C(=O)CCBr)C(=O)CCBr. Cell line: CCRF-CEM. Synergy scores: CSS=64.8, Synergy_ZIP=-3.64, Synergy_Bliss=-3.21, Synergy_Loewe=-18.6, Synergy_HSA=-1.21. (4) Drug 1: COC1=C(C=C2C(=C1)N=CN=C2NC3=CC(=C(C=C3)F)Cl)OCCCN4CCOCC4. Drug 2: CC1C(C(CC(O1)OC2CC(CC3=C2C(=C4C(=C3O)C(=O)C5=CC=CC=C5C4=O)O)(C(=O)C)O)N)O. Cell line: NCI-H322M. Synergy scores: CSS=63.9, Synergy_ZIP=7.59, Synergy_Bliss=8.78, Synergy_Loewe=8.66, Synergy_HSA=11.5. (5) Drug 1: CC(CN1CC(=O)NC(=O)C1)N2CC(=O)NC(=O)C2. Drug 2: CC1=C(C(=O)C2=C(C1=O)N3CC4C(C3(C2COC(=O)N)OC)N4)N. Cell line: RPMI-8226. Synergy scores: CSS=45.0, Synergy_ZIP=-1.49, Synergy_Bliss=-2.74, Synergy_Loewe=-3.70, Synergy_HSA=1.39.